Dataset: Reaction yield outcomes from USPTO patents with 853,638 reactions. Task: Predict the reaction yield, written as a fraction of the theoretical maximum amount of product (1.0 means a 100% yield; for example, 0.34 means a 34% yield). (1) The reactants are Cl[C:2]1[N:7]=[C:6]([NH:8][CH2:9][C:10]2[CH:14]=[C:13]([CH3:15])[O:12][C:11]=2[CH3:16])[C:5]([F:17])=[CH:4][N:3]=1.[NH2:18][C:19]1[CH:20]=[C:21]([OH:25])[CH:22]=[CH:23][CH:24]=1. No catalyst specified. The product is [CH3:16][C:11]1[O:12][C:13]([CH3:15])=[CH:14][C:10]=1[CH2:9][NH:8][C:6]1[C:5]([F:17])=[CH:4][N:3]=[C:2]([NH:18][C:19]2[CH:24]=[CH:23][CH:22]=[C:21]([OH:25])[CH:20]=2)[N:7]=1. The yield is 0.510. (2) The reactants are C[O:2][CH:3](OC)[CH2:4][CH:5]([CH3:25])[C:6]([C:8]1[N:12]([C:13]2[CH:18]=[CH:17][C:16]([O:19][CH3:20])=[CH:15][C:14]=2[F:21])[N:11]=[C:10]([CH3:22])[C:9]=1[C:23]#[N:24])=[O:7].C(O)(C(F)(F)F)=O.O. The catalyst is C(Cl)(Cl)Cl.C([O-])(O)=O.[Na+].C(Cl)Cl. The product is [F:21][C:14]1[CH:15]=[C:16]([O:19][CH3:20])[CH:17]=[CH:18][C:13]=1[N:12]1[C:8]([C:6](=[O:7])[CH:5]([CH3:25])[CH2:4][CH:3]=[O:2])=[C:9]([C:23]#[N:24])[C:10]([CH3:22])=[N:11]1. The yield is 1.00. (3) The reactants are C(O)(=O)C.C(O)(=O)C.IC1C=CC=CC=1.[Cl:16][C:17]1[N:22]=[C:21]([N:23]2[CH2:28][CH2:27][O:26][CH2:25][C@H:24]2[CH3:29])[CH:20]=[C:19]([C:30]2([S:36]([CH3:38])=[O:37])[CH2:35][CH2:34][O:33][CH2:32][CH2:31]2)[N:18]=1.[O-2].[Mg+2].[F:41][C:42]([F:47])([F:46])[C:43]([NH2:45])=[O:44]. The catalyst is C(Cl)Cl.CC([O-])=O.CC([O-])=O.CC([O-])=O.CC([O-])=O.[Rh+2].[Rh+2]. The product is [Cl:16][C:17]1[N:18]=[C:19]([C:30]2([S:36]([CH3:38])(=[O:37])=[N:45][C:43](=[O:44])[C:42]([F:47])([F:46])[F:41])[CH2:31][CH2:32][O:33][CH2:34][CH2:35]2)[CH:20]=[C:21]([N:23]2[CH2:28][CH2:27][O:26][CH2:25][C@H:24]2[CH3:29])[N:22]=1. The yield is 0.880. (4) The reactants are I[C:2]1[CH:11]=[C:10]2[C:5]([C:6]([NH:15][CH:16]([CH3:18])[CH3:17])=[C:7]([C:12]([NH2:14])=[O:13])[N:8]=[N:9]2)=[CH:4][CH:3]=1.[C:19]1([OH:25])[CH:24]=[CH:23][CH:22]=[CH:21][CH:20]=1.C(=O)([O-])[O-].[Cs+].[Cs+]. The catalyst is C1(C)C=CC=CC=1.CO.I[Cu]. The product is [CH:16]([NH:15][C:6]1[C:5]2[C:10](=[CH:11][C:2]([O:25][C:19]3[CH:24]=[CH:23][CH:22]=[CH:21][CH:20]=3)=[CH:3][CH:4]=2)[N:9]=[N:8][C:7]=1[C:12]([NH2:14])=[O:13])([CH3:18])[CH3:17]. The yield is 0.0400. (5) The reactants are C([Li])CCC.[F:6][C:7]1[CH:12]=[CH:11][CH:10]=[C:9](I)[C:8]=1[CH3:14].[F:15][CH:16]([F:23])[C:17]1[CH:22]2[CH:20]([CH2:21]2)[O:19][N:18]=1.B(F)(F)F.CCOCC. The catalyst is C1(C)C=CC=CC=1.C(OCC)C. The product is [F:15][CH:16]([F:23])[C:17]1([C:9]2[CH:10]=[CH:11][CH:12]=[C:7]([F:6])[C:8]=2[CH3:14])[CH:22]2[CH:20]([CH2:21]2)[O:19][NH:18]1. The yield is 0.443. (6) The reactants are [CH2:1]([C@@:8]1([C:20]2[CH:35]=[CH:34][C:23]([C:24]([NH:26][C:27]3[C:28]([CH3:33])=[N:29][CH:30]=[CH:31][CH:32]=3)=[O:25])=[CH:22][C:21]=2[CH2:36][OH:37])[CH2:13][CH2:12][C@@:11]([CH2:15][CH3:16])([OH:14])[CH2:10][C@@H:9]1[CH2:17][NH:18][CH3:19])[C:2]1[CH:7]=[CH:6][CH:5]=[CH:4][CH:3]=1.C[N+]1([O-])CCOCC1. The catalyst is CCC[N+](CCC)(CCC)CCC.[O-][Ru](=O)(=O)=O.C(Cl)Cl. The product is [CH2:1]([C@@:8]12[CH2:13][CH2:12][C@@:11]([CH2:15][CH3:16])([OH:14])[CH2:10][C@H:9]1[CH2:17][N:18]([CH3:19])[C:36](=[O:37])[C:21]1[CH:22]=[C:23]([C:24]([NH:26][C:27]3[C:28]([CH3:33])=[N:29][CH:30]=[CH:31][CH:32]=3)=[O:25])[CH:34]=[CH:35][C:20]=12)[C:2]1[CH:7]=[CH:6][CH:5]=[CH:4][CH:3]=1. The yield is 0.250. (7) The reactants are [CH2:1]([C:3](=[CH:9][C:10]1[CH:15]=[CH:14][C:13]([O:16][CH3:17])=[CH:12][CH:11]=1)[C:4]([O:6][CH2:7][CH3:8])=[O:5])[CH3:2]. The catalyst is [Pd].C(OCC)(=O)C. The product is [CH2:1]([CH:3]([CH2:9][C:10]1[CH:11]=[CH:12][C:13]([O:16][CH3:17])=[CH:14][CH:15]=1)[C:4]([O:6][CH2:7][CH3:8])=[O:5])[CH3:2]. The yield is 1.00. (8) The reactants are C([N:5]=[C:6]([C:15]1[CH:23]=[CH:22][C:18]([N:19]([CH3:21])[CH3:20])=[CH:17][CH:16]=1)[CH2:7][CH2:8][C:9]1[CH:14]=[CH:13][CH:12]=[CH:11][CH:10]=1)(C)(C)C.[CH:24]([C:35](OCC)=[O:36])([C:30](OCC)=[O:31])[C:25]([O:27][CH2:28]C)=[O:26]. The catalyst is COCCOCCOC. The product is [CH2:8]([C:7]1[C:35]([OH:36])=[C:24]([C:25]([O:27][CH3:28])=[O:26])[C:30](=[O:31])[NH:5][C:6]=1[C:15]1[CH:23]=[CH:22][C:18]([N:19]([CH3:21])[CH3:20])=[CH:17][CH:16]=1)[C:9]1[CH:14]=[CH:13][CH:12]=[CH:11][CH:10]=1. The yield is 0.210. (9) The reactants are [Cl:1][C:2]1[CH:7]=[C:6]([Cl:8])[CH:5]=[CH:4][C:3]=1[C:9]1[N:10]=[C:11](/[CH:16]=[CH:17]/[C:18]2[CH:23]=[CH:22][C:21]([C:24]3[CH:29]=[CH:28][C:27]([OH:30])=[CH:26][CH:25]=3)=[CH:20][CH:19]=2)[N:12]([CH2:14][CH3:15])[CH:13]=1.Br[CH2:32][C:33]1[CH:38]=[CH:37][C:36]([CH2:39][C:40]([O:42]C)=[O:41])=[CH:35][CH:34]=1. No catalyst specified. The product is [Cl:1][C:2]1[CH:7]=[C:6]([Cl:8])[CH:5]=[CH:4][C:3]=1[C:9]1[N:10]=[C:11](/[CH:16]=[CH:17]/[C:18]2[CH:23]=[CH:22][C:21]([C:24]3[CH:25]=[CH:26][C:27]([O:30][CH2:32][C:33]4[CH:34]=[CH:35][C:36]([CH2:39][C:40]([OH:42])=[O:41])=[CH:37][CH:38]=4)=[CH:28][CH:29]=3)=[CH:20][CH:19]=2)[N:12]([CH2:14][CH3:15])[CH:13]=1. The yield is 0.370. (10) The reactants are [CH2:1]([C@H:8]1[CH2:12][O:11][C:10](=[O:13])[N:9]1[C:14](=[O:28])[C@@H:15]([O:25][CH2:26][CH3:27])[CH2:16][C:17]1[CH:22]=[CH:21][C:20]([OH:23])=[CH:19][C:18]=1[CH3:24])[C:2]1[CH:7]=[CH:6][CH:5]=[CH:4][CH:3]=1.[Cl:29][C:30]1[CH:35]=[CH:34][C:33]([C:36]2[O:37][C:38]([CH3:44])=[C:39]([CH2:41][CH2:42]O)[N:40]=2)=[CH:32][CH:31]=1.O=C(CC)CC(OC)=O.ClC1C=CC(C(N)=O)=CC=1.CC1OC(C2C=CC=CC=2)=NC=1CCO.C1(P(C2C=CC=CC=2)C2C=CC=CC=2)C=CC=CC=1.N(C(OCC)=O)=NC(OCC)=O. The product is [CH2:1]([C@H:8]1[CH2:12][O:11][C:10](=[O:13])[N:9]1[C:14](=[O:28])[C@@H:15]([O:25][CH2:26][CH3:27])[CH2:16][C:17]1[CH:22]=[CH:21][C:20]([O:23][CH2:42][CH2:41][C:39]2[N:40]=[C:36]([C:33]3[CH:34]=[CH:35][C:30]([Cl:29])=[CH:31][CH:32]=3)[O:37][C:38]=2[CH3:44])=[CH:19][C:18]=1[CH3:24])[C:2]1[CH:3]=[CH:4][CH:5]=[CH:6][CH:7]=1. The yield is 0.450. The catalyst is O1CCCC1.